Predict the product of the given reaction. From a dataset of Forward reaction prediction with 1.9M reactions from USPTO patents (1976-2016). (1) Given the reactants [OH:1][C:2]1[CH:3]=[CH:4][C:5]2[CH2:11][CH2:10][NH:9][C:8](=[O:12])[NH:7][C:6]=2[CH:13]=1.Br[CH:15]([Cl:19])[CH2:16][CH2:17][CH3:18].C(=O)([O-])[O-].[Cs+].[Cs+], predict the reaction product. The product is: [Cl:19][CH2:15][CH2:16][CH2:17][CH2:18][O:1][C:2]1[CH:3]=[CH:4][C:5]2[CH2:11][CH2:10][NH:9][C:8](=[O:12])[NH:7][C:6]=2[CH:13]=1. (2) Given the reactants [Cl:1][C:2]1[CH:10]=[C:9]2[C:5]([CH:6]=[C:7]([C:20]3[CH:25]=[CH:24][CH:23]=[CH:22][CH:21]=3)[N:8]2[CH2:11][C:12]2[O:16][C:15]([C:17]([NH2:19])=O)=[CH:14][CH:13]=2)=[CH:4][C:3]=1[O:26][CH3:27].C(N(CC)CC)C.FC(F)(F)C(OC(=O)C(F)(F)F)=O.C(=O)([O-])O.[Na+], predict the reaction product. The product is: [Cl:1][C:2]1[CH:10]=[C:9]2[C:5]([CH:6]=[C:7]([C:20]3[CH:21]=[CH:22][CH:23]=[CH:24][CH:25]=3)[N:8]2[CH2:11][C:12]2[O:16][C:15]([C:17]#[N:19])=[CH:14][CH:13]=2)=[CH:4][C:3]=1[O:26][CH3:27]. (3) Given the reactants [F:1][C:2]1([F:53])[C:6]([F:8])([F:7])[C:5]([F:10])([F:9])[C:4]([C:11]2[C:15]3[CH:16]=[CH:17][C:18]([O:20]C)=[CH:19][C:14]=3[O:13][C:12]=2[C:22]2[CH:27]=[CH:26][C:25]([C:28]([CH3:31])([CH3:30])[CH3:29])=[CH:24][CH:23]=2)=[C:3]1[C:32]1[C:36]2[CH:37]=[CH:38][C:39]([O:41]C)=[CH:40][C:35]=2[O:34][C:33]=1[C:43]1[CH:48]=[CH:47][C:46]([C:49]([CH3:52])([CH3:51])[CH3:50])=[CH:45][CH:44]=1.BrB(Br)Br, predict the reaction product. The product is: [F:10][C:5]1([F:9])[C:6]([F:8])([F:7])[C:2]([F:1])([F:53])[C:3]([C:32]2[C:36]3[CH:37]=[CH:38][C:39]([OH:41])=[CH:40][C:35]=3[O:34][C:33]=2[C:43]2[CH:44]=[CH:45][C:46]([C:49]([CH3:52])([CH3:51])[CH3:50])=[CH:47][CH:48]=2)=[C:4]1[C:11]1[C:15]2[CH:16]=[CH:17][C:18]([OH:20])=[CH:19][C:14]=2[O:13][C:12]=1[C:22]1[CH:23]=[CH:24][C:25]([C:28]([CH3:31])([CH3:30])[CH3:29])=[CH:26][CH:27]=1. (4) Given the reactants [C:1]1([C:7]2[NH:11][N:10]=[N:9][N:8]=2)[CH:6]=[CH:5][CH:4]=[CH:3][CH:2]=1.Cl[CH2:13][C:14]#[N:15].CN(C)C=O.C(=O)([O-])[O-].[K+].[K+], predict the reaction product. The product is: [C:1]1([C:7]2[N:8]=[N:9][N:10]([CH2:13][C:14]#[N:15])[N:11]=2)[CH:2]=[CH:3][CH:4]=[CH:5][CH:6]=1. (5) Given the reactants [Cl:1][C:2]1[C:3](F)=[CH:4][C:5]([F:10])=[C:6]([CH:9]=1)[C:7]#[N:8].[Cl:12][C:13]1[CH:14]=[C:15]([OH:20])[CH:16]=[CH:17][C:18]=1[Cl:19].C(=O)([O-])[O-].[K+].[K+], predict the reaction product. The product is: [Cl:1][C:2]1[C:3]([O:20][C:15]2[CH:16]=[CH:17][C:18]([Cl:19])=[C:13]([Cl:12])[CH:14]=2)=[CH:4][C:5]([F:10])=[C:6]([CH:9]=1)[C:7]#[N:8].